From a dataset of Catalyst prediction with 721,799 reactions and 888 catalyst types from USPTO. Predict which catalyst facilitates the given reaction. (1) Reactant: O=P12OP3(OP(OP(O3)(O1)=O)(=O)O2)=O.C[Si](C)(C)O[Si](C)(C)C.[Cl:24][C:25]1[CH:33]=[CH:32][C:28]([C:29]([NH2:31])=O)=[CH:27][C:26]=1[N+:34]([O-:36])=[O:35].CO. Product: [Cl:24][C:25]1[CH:33]=[CH:32][C:28]([C:29]#[N:31])=[CH:27][C:26]=1[N+:34]([O-:36])=[O:35]. The catalyst class is: 452. (2) Reactant: C([O-])=O.[NH4+].C([N:18]1[CH2:21][C:20]2([CH2:24][CH2:23][C@@H:22]2[NH:25][C:26](=[O:32])[O:27][C:28]([CH3:31])([CH3:30])[CH3:29])[CH2:19]1)(C1C=CC=CC=1)C1C=CC=CC=1. Product: [CH2:19]1[C:20]2([CH2:24][CH2:23][C@@H:22]2[NH:25][C:26](=[O:32])[O:27][C:28]([CH3:30])([CH3:29])[CH3:31])[CH2:21][NH:18]1. The catalyst class is: 293. (3) Reactant: Cl.CN([CH2:5][CH:6]1[C:18](=[O:19])[C:17]2[C:16]3[C:11](=[CH:12][CH:13]=[CH:14][CH:15]=3)[N:10]([CH3:20])[C:9]=2[CH2:8][CH2:7]1)C.[CH3:21][C:22]1[NH:23][CH:24]=[CH:25][N:26]=1.O. Product: [CH3:21][C:22]1[N:26]([CH2:5][CH:6]2[C:18](=[O:19])[C:17]3[C:16]4[CH:15]=[CH:14][CH:13]=[CH:12][C:11]=4[N:10]([CH3:20])[C:9]=3[CH2:8][CH2:7]2)[CH:25]=[CH:24][N:23]=1. The catalyst class is: 3. (4) Reactant: [NH2:1][C@@H:2]([CH3:19])[CH2:3][N:4]1[CH:8]=[CH:7][C:6]([C:9]2[CH:16]=[CH:15][C:12]([C:13]#[N:14])=[C:11]([Cl:17])[C:10]=2[CH3:18])=[N:5]1.[S:20]1[CH:24]=[C:23]([C:25](O)=[O:26])[N:22]=[CH:21]1.C1C=CC2N(O)N=NC=2C=1.CCN(C(C)C)C(C)C.CCN=C=NCCCN(C)C. Product: [Cl:17][C:11]1[C:10]([CH3:18])=[C:9]([C:6]2[CH:7]=[CH:8][N:4]([CH2:3][C@@H:2]([NH:1][C:25]([C:23]3[N:22]=[CH:21][S:20][CH:24]=3)=[O:26])[CH3:19])[N:5]=2)[CH:16]=[CH:15][C:12]=1[C:13]#[N:14]. The catalyst class is: 2. (5) Reactant: Cl.[CH3:2][N:3]1[CH2:8][CH2:7][N:6]([C:9]2[CH:16]=[CH:15][CH:14]=[CH:13][C:10]=2C#N)[CH2:5][CH2:4]1.[NH4+].[OH-].CN1CCN(C2C=CC=CC=2C#N)CC1.C[Mg]Br.CC[O:39][CH2:40][CH3:41].Cl. Product: [CH3:2][N:3]1[CH2:8][CH2:7][N:6]([C:9]2[CH:10]=[CH:13][CH:14]=[CH:15][C:16]=2[C:40](=[O:39])[CH3:41])[CH2:5][CH2:4]1. The catalyst class is: 226. (6) Reactant: [CH2:1]([O:3][C:4]1[CH:5]=[C:6]([C:20]2[CH:25]=[CH:24][C:23]([CH2:26][C:27]([NH:29][C:30]3[O:34][N:33]=[C:32]([C:35]([CH3:41])([CH3:40])[C:36]([F:39])([F:38])[F:37])[CH:31]=3)=[O:28])=[C:22]([F:42])[CH:21]=2)[CH:7]=[N:8][C:9]=1[O:10]CC1C=CC(OC)=CC=1)[CH3:2]. Product: [CH2:1]([O:3][C:4]1[C:9](=[O:10])[NH:8][CH:7]=[C:6]([C:20]2[CH:25]=[CH:24][C:23]([CH2:26][C:27]([NH:29][C:30]3[O:34][N:33]=[C:32]([C:35]([CH3:41])([CH3:40])[C:36]([F:38])([F:39])[F:37])[CH:31]=3)=[O:28])=[C:22]([F:42])[CH:21]=2)[CH:5]=1)[CH3:2]. The catalyst class is: 67. (7) Reactant: [CH3:1][N:2]1[C:6]([C:7]2[CH:8]=[C:9]([CH2:13][C:14]([OH:16])=O)[CH:10]=[CH:11][CH:12]=2)=[CH:5][CH:4]=[N:3]1.CCN=C=NCCCN(C)C.C1C=CC2N(O)N=NC=2C=1.CCN(CC)CC.[NH2:45][CH2:46][CH:47]([OH:59])[CH2:48][N:49]1[CH2:58][CH2:57][C:56]2[C:51](=[CH:52][CH:53]=[CH:54][CH:55]=2)[CH2:50]1. Product: [CH2:50]1[C:51]2[C:56](=[CH:55][CH:54]=[CH:53][CH:52]=2)[CH2:57][CH2:58][N:49]1[CH2:48][CH:47]([OH:59])[CH2:46][NH:45][C:14](=[O:16])[CH2:13][C:9]1[CH:10]=[CH:11][CH:12]=[C:7]([C:6]2[N:2]([CH3:1])[N:3]=[CH:4][CH:5]=2)[CH:8]=1. The catalyst class is: 34.